This data is from NCI-60 drug combinations with 297,098 pairs across 59 cell lines. The task is: Regression. Given two drug SMILES strings and cell line genomic features, predict the synergy score measuring deviation from expected non-interaction effect. (1) Drug 1: C1=CC(=CC=C1CC(C(=O)O)N)N(CCCl)CCCl.Cl. Drug 2: C1=NC2=C(N=C(N=C2N1C3C(C(C(O3)CO)O)F)Cl)N. Cell line: UO-31. Synergy scores: CSS=28.9, Synergy_ZIP=-9.04, Synergy_Bliss=-3.49, Synergy_Loewe=-12.9, Synergy_HSA=-2.97. (2) Drug 1: C1=C(C(=O)NC(=O)N1)N(CCCl)CCCl. Drug 2: CC1CCC2CC(C(=CC=CC=CC(CC(C(=O)C(C(C(=CC(C(=O)CC(OC(=O)C3CCCCN3C(=O)C(=O)C1(O2)O)C(C)CC4CCC(C(C4)OC)OCCO)C)C)O)OC)C)C)C)OC. Cell line: COLO 205. Synergy scores: CSS=51.1, Synergy_ZIP=7.10, Synergy_Bliss=6.27, Synergy_Loewe=9.61, Synergy_HSA=10.9. (3) Drug 1: CS(=O)(=O)CCNCC1=CC=C(O1)C2=CC3=C(C=C2)N=CN=C3NC4=CC(=C(C=C4)OCC5=CC(=CC=C5)F)Cl. Drug 2: C1CNP(=O)(OC1)N(CCCl)CCCl. Cell line: NCI-H522. Synergy scores: CSS=11.5, Synergy_ZIP=-5.40, Synergy_Bliss=-1.99, Synergy_Loewe=-15.6, Synergy_HSA=-2.06. (4) Drug 1: C1=NC2=C(N1)C(=S)N=C(N2)N. Drug 2: CS(=O)(=O)CCNCC1=CC=C(O1)C2=CC3=C(C=C2)N=CN=C3NC4=CC(=C(C=C4)OCC5=CC(=CC=C5)F)Cl. Cell line: MCF7. Synergy scores: CSS=35.5, Synergy_ZIP=1.23, Synergy_Bliss=1.68, Synergy_Loewe=-6.21, Synergy_HSA=0.755.